This data is from Full USPTO retrosynthesis dataset with 1.9M reactions from patents (1976-2016). The task is: Predict the reactants needed to synthesize the given product. (1) Given the product [SH:20][C@@H:18]([CH3:19])[CH2:17][N:9]1[C:10]([C:11]2[CH:16]=[CH:15][CH:14]=[CH:13][CH:12]=2)=[C:6]2[C:7]([N:2]([CH3:1])[C:3](=[O:42])[N:4]([CH3:41])[C:5]2=[O:40])=[CH:8]1, predict the reactants needed to synthesize it. The reactants are: [CH3:1][N:2]1[C:7]2=[CH:8][N:9]([CH2:17][C@@H:18]([S:20]C(C3C=CC=CC=3)(C3C=CC=CC=3)C3C=CC=CC=3)[CH3:19])[C:10]([C:11]3[CH:16]=[CH:15][CH:14]=[CH:13][CH:12]=3)=[C:6]2[C:5](=[O:40])[N:4]([CH3:41])[C:3]1=[O:42].C(O)(C(F)(F)F)=O.C([SiH](CC)CC)C. (2) Given the product [CH2:34]([N:41]([CH:46]([CH3:48])[CH3:47])[C:42](=[O:45])[CH2:43][N:23]1[C:22](=[O:24])[CH2:21][C:20]2[N:16]([C:17]([C:25]3[CH:30]=[CH:29][CH:28]=[CH:27][CH:26]=3)=[N:18][N:19]=2)[C:15]2[CH:31]=[C:32]([F:33])[C:12]([F:11])=[CH:13][C:14]1=2)[C:35]1[CH:40]=[CH:39][CH:38]=[CH:37][CH:36]=1, predict the reactants needed to synthesize it. The reactants are: C[Si]([N-][Si](C)(C)C)(C)C.[K+].[F:11][C:12]1[C:32]([F:33])=[CH:31][C:15]2[N:16]3[C:20]([CH2:21][C:22](=[O:24])[NH:23][C:14]=2[CH:13]=1)=[N:19][N:18]=[C:17]3[C:25]1[CH:30]=[CH:29][CH:28]=[CH:27][CH:26]=1.[CH2:34]([N:41]([CH:46]([CH3:48])[CH3:47])[C:42](=[O:45])[CH2:43]Br)[C:35]1[CH:40]=[CH:39][CH:38]=[CH:37][CH:36]=1. (3) Given the product [Cl:1][C:2]1[CH:3]=[CH:4][C:5]2[N:9]=[C:8]([CH2:10][CH3:11])[N:7]([C:12]3[C:13]([CH3:33])=[C:14]([CH:30]=[CH:31][CH:32]=3)[CH2:15][NH:16][C:17]3[CH:29]=[CH:28][C:20]4[C@H:21]([CH2:24][C:25]([O-:27])=[O:26])[CH2:22][O:23][C:19]=4[CH:18]=3)[C:6]=2[CH:34]=1.[Na+:36], predict the reactants needed to synthesize it. The reactants are: [Cl:1][C:2]1[CH:3]=[CH:4][C:5]2[N:9]=[C:8]([CH2:10][CH3:11])[N:7]([C:12]3[C:13]([CH3:33])=[C:14]([CH:30]=[CH:31][CH:32]=3)[CH2:15][NH:16][C:17]3[CH:29]=[CH:28][C:20]4[C@H:21]([CH2:24][C:25]([OH:27])=[O:26])[CH2:22][O:23][C:19]=4[CH:18]=3)[C:6]=2[CH:34]=1.[OH-].[Na+:36]. (4) Given the product [NH2:1][C:2]1[N:3]([CH3:22])[C:4](=[O:21])[C@:5]2([N:20]=1)[C:14]1[CH:13]=[C:12]([C:27]3[CH:28]=[N:23][CH:24]=[N:25][CH:26]=3)[CH:11]=[CH:10][C:9]=1[O:8][C@H:7]1[CH2:16][CH2:17][CH2:18][O:19][C@:6]21[CH3:33], predict the reactants needed to synthesize it. The reactants are: [NH2:1][C:2]1[N:3]([CH3:22])[C:4](=[O:21])[C@:5]2([N:20]=1)[C:14]1[CH:13]=[C:12](Br)[CH:11]=[CH:10][C:9]=1[O:8][C@H:7]1[CH2:16][CH2:17][CH2:18][O:19][C@H:6]21.[N:23]1[CH:28]=[C:27](B(O)O)[CH:26]=[N:25][CH:24]=1.F[C:33]1C(B(O)O)=CC=CN=1. (5) Given the product [CH3:1][O:2][C:3]1[N:8]=[CH:7][C:6]([CH:9]2[CH2:14][CH2:13][CH:12]([NH:32][CH:33]([CH:37]3[CH2:38][CH2:39][N:40]([C:43](=[O:45])/[CH:55]=[CH:54]/[C:53]4[CH:59]=[C:60]([F:63])[C:61]([F:62])=[C:51]([F:50])[CH:52]=4)[CH2:41][CH2:42]3)[C:34]([NH2:36])=[O:35])[CH2:11][CH2:10]2)=[CH:5][CH:4]=1, predict the reactants needed to synthesize it. The reactants are: [CH3:1][O:2][C:3]1[N:8]=[CH:7][C:6]([CH:9]2[CH2:14][CH2:13][C:12](=O)[CH2:11][CH2:10]2)=[CH:5][CH:4]=1.OC1(C2C=NC(OC)=CC=2)CCC(=O)CC1.[NH2:32][CH:33]([CH:37]1[CH2:42][CH2:41][N:40]([C:43]([O:45]C(C)(C)C)=O)[CH2:39][CH2:38]1)[C:34]([NH2:36])=[O:35].[F:50][C:51]1[CH:52]=[C:53]([CH:59]=[C:60]([F:63])[C:61]=1[F:62])/[CH:54]=[CH:55]/C(O)=O. (6) Given the product [NH2:1][C:2]1[C:7]([C:8]#[N:9])=[C:6]([CH:10]2[CH2:15][CH2:14][CH2:13][N:12]([C:16]([O:18][C:19]([CH3:22])([CH3:21])[CH3:20])=[O:17])[CH2:11]2)[CH:5]=[C:4]([C:23]2[C:28]([OH:29])=[CH:27][CH:26]=[CH:25][C:24]=2[OH:37])[N:3]=1, predict the reactants needed to synthesize it. The reactants are: [NH2:1][C:2]1[C:7]([C:8]#[N:9])=[C:6]([CH:10]2[CH2:15][CH2:14][CH2:13][N:12]([C:16]([O:18][C:19]([CH3:22])([CH3:21])[CH3:20])=[O:17])[CH2:11]2)[CH:5]=[C:4]([C:23]2[C:28]([O:29]CC3C=CC=CC=3)=[CH:27][CH:26]=[CH:25][C:24]=2[O:37]CC2C=CC=CC=2)[N:3]=1.C(O)(=O)C. (7) Given the product [Cl:20][C:21]1[CH:26]=[C:25]([Cl:27])[CH:24]=[CH:23][C:22]=1[N:28]1[CH2:29][CH2:30][N:31]([C:10]([C:9]2[CH:13]=[C:5]([S:2]([CH3:1])(=[O:3])=[O:4])[CH:6]=[CH:7][C:8]=2[N:14]2[CH2:19][CH2:18][O:17][CH2:16][CH2:15]2)=[O:12])[CH2:32][CH2:33]1, predict the reactants needed to synthesize it. The reactants are: [CH3:1][S:2]([C:5]1[CH:6]=[CH:7][C:8]([N:14]2[CH2:19][CH2:18][O:17][CH2:16][CH2:15]2)=[C:9]([CH:13]=1)[C:10]([OH:12])=O)(=[O:4])=[O:3].[Cl:20][C:21]1[CH:26]=[C:25]([Cl:27])[CH:24]=[CH:23][C:22]=1[N:28]1[CH2:33][CH2:32][NH:31][CH2:30][CH2:29]1. (8) Given the product [CH3:22][O:21][C:17]1[CH:16]=[C:15]([C:2]2[N:3]=[C:4]3[CH:10]=[CH:9][NH:8][C:5]3=[N:6][CH:7]=2)[CH:14]=[C:13]([O:12][CH3:11])[C:18]=1[O:19][CH3:20], predict the reactants needed to synthesize it. The reactants are: Br[C:2]1[N:3]=[C:4]2[CH:10]=[CH:9][NH:8][C:5]2=[N:6][CH:7]=1.[CH3:11][O:12][C:13]1[CH:14]=[C:15](B(O)O)[CH:16]=[C:17]([O:21][CH3:22])[C:18]=1[O:19][CH3:20].C([O-])([O-])=O.[K+].[K+].O1CCOCC1.